Dataset: Forward reaction prediction with 1.9M reactions from USPTO patents (1976-2016). Task: Predict the product of the given reaction. (1) Given the reactants [Cl:1][C:2]1[CH:19]=[CH:18][C:5]([CH2:6][CH2:7][NH:8][C:9](=[O:17])[C:10]2[CH:15]=[CH:14][C:13]([OH:16])=[CH:12][CH:11]=2)=[CH:4][CH:3]=1.C([O-])([O-])=O.[K+].[K+].[Br:26][C:27]1[CH:28]=[C:29]([CH:32]=[CH:33][C:34]=1F)[CH:30]=[O:31], predict the reaction product. The product is: [Cl:1][C:2]1[CH:3]=[CH:4][C:5]([CH2:6][CH2:7][NH:8][C:9](=[O:17])[C:10]2[CH:15]=[CH:14][C:13]([O:16][C:34]3[CH:33]=[CH:32][C:29]([CH:30]=[O:31])=[CH:28][C:27]=3[Br:26])=[CH:12][CH:11]=2)=[CH:18][CH:19]=1. (2) Given the reactants [Br:1][CH2:2][CH2:3][O:4][C:5]1[CH:13]=[CH:12][C:8]([C:9](Cl)=[O:10])=[CH:7][C:6]=1[F:14].[Al+3].[Cl-].[Cl-].[Cl-].[C:19]1([O:25][CH3:26])[CH:24]=[CH:23][CH:22]=[CH:21][CH:20]=1.Cl, predict the reaction product. The product is: [Br:1][CH2:2][CH2:3][O:4][C:5]1[CH:13]=[CH:12][C:8]([C:9]([C:22]2[CH:23]=[CH:24][C:19]([O:25][CH3:26])=[CH:20][CH:21]=2)=[O:10])=[CH:7][C:6]=1[F:14]. (3) Given the reactants [Cl:1][C:2]1[C:3]([C:9]#[N:10])=[N:4][CH:5]=[C:6](Cl)[N:7]=1.Cl.[NH2:12][C@H:13]([CH2:17][CH:18]1[CH2:20][CH2:19]1)[C:14]([NH2:16])=[O:15].CCN(C(C)C)C(C)C.O, predict the reaction product. The product is: [Cl:1][C:2]1[N:7]=[C:6]([NH:12][C@H:13]([CH2:17][CH:18]2[CH2:20][CH2:19]2)[C:14]([NH2:16])=[O:15])[CH:5]=[N:4][C:3]=1[C:9]#[N:10]. (4) Given the reactants [F:1][C:2]1[CH:10]=[C:9]2[C:5]([C:6]([C:20]3[CH:21]=[N:22][NH:23][CH:24]=3)=[CH:7][N:8]2[S:11]([C:14]2[CH:19]=[CH:18][CH:17]=[CH:16][CH:15]=2)(=[O:13])=[O:12])=[CH:4][CH:3]=1.[Cl:25][C:26]1[N:27]=[N:28][C:29](Cl)=[CH:30][CH:31]=1.C([O-])([O-])=O.[K+].[K+], predict the reaction product. The product is: [Cl:25][C:26]1[N:27]=[N:28][C:29]([N:23]2[CH:24]=[C:20]([C:6]3[C:5]4[C:9](=[CH:10][C:2]([F:1])=[CH:3][CH:4]=4)[N:8]([S:11]([C:14]4[CH:15]=[CH:16][CH:17]=[CH:18][CH:19]=4)(=[O:12])=[O:13])[CH:7]=3)[CH:21]=[N:22]2)=[CH:30][CH:31]=1.